Dataset: Catalyst prediction with 721,799 reactions and 888 catalyst types from USPTO. Task: Predict which catalyst facilitates the given reaction. Reactant: [CH3:1][CH:2]1[CH2:8][CH2:7][CH2:6][C:5]2[CH:9]=[CH:10][CH:11]=[CH:12][C:4]=2[C:3]1=[O:13].[BH4-].[Na+]. Product: [CH3:1][CH:2]1[CH2:8][CH2:7][CH2:6][C:5]2[CH:9]=[CH:10][CH:11]=[CH:12][C:4]=2[CH:3]1[OH:13]. The catalyst class is: 5.